This data is from Reaction yield outcomes from USPTO patents with 853,638 reactions. The task is: Predict the reaction yield, written as a fraction of the theoretical maximum amount of product (1.0 means a 100% yield; for example, 0.34 means a 34% yield). (1) The reactants are Cl.[N:2]1([CH2:7][C@H:8]2[CH2:12][CH2:11][CH2:10][N:9]2[C:13]([C:15]2[CH:16]=[C:17]3[C:21](=[CH:22][CH:23]=2)[NH:20][C:19]([C:24]([OH:26])=O)=[CH:18]3)=[O:14])[CH2:6][CH2:5][CH2:4][CH2:3]1.F[B-](F)(F)F.N1(OC(N(C)C)=[N+](C)C)C2C=CC=CC=2N=N1.[F:49][C:50]1([F:56])[CH2:55][CH2:54][NH:53][CH2:52][CH2:51]1.C(N(CC)C(C)C)(C)C. The catalyst is CN(C)C=O. The product is [F:49][C:50]1([F:56])[CH2:55][CH2:54][N:53]([C:24]([C:19]2[NH:20][C:21]3[C:17]([CH:18]=2)=[CH:16][C:15]([C:13]([N:9]2[CH2:10][CH2:11][CH2:12][C@@H:8]2[CH2:7][N:2]2[CH2:3][CH2:4][CH2:5][CH2:6]2)=[O:14])=[CH:23][CH:22]=3)=[O:26])[CH2:52][CH2:51]1. The yield is 0.740. (2) The reactants are [Cl:1][C:2]1[CH:10]=[C:9]2[C:5]([C:6]([CH:11]=[O:12])=[CH:7][NH:8]2)=[CH:4][C:3]=1[C:13]1[CH:18]=[CH:17][C:16]([C:19]2([OH:23])[CH2:22][CH2:21][CH2:20]2)=[CH:15][CH:14]=1.CC(=CC)C.Cl([O-])=[O:30].[Na+].O.OP([O-])(O)=O.[Na+].[NH4+].[Cl-]. The catalyst is CC#N.C(O)(C)(C)C.O. The product is [Cl:1][C:2]1[CH:10]=[C:9]2[C:5]([C:6]([C:11]([OH:30])=[O:12])=[CH:7][NH:8]2)=[CH:4][C:3]=1[C:13]1[CH:14]=[CH:15][C:16]([C:19]2([OH:23])[CH2:22][CH2:21][CH2:20]2)=[CH:17][CH:18]=1. The yield is 0.710. (3) The reactants are Br[C:2]1[S:3][CH:4]=[C:5]([N:7]2[C:15](=[O:16])[C:14]3[C:9](=[CH:10][CH:11]=[CH:12][CH:13]=3)[C:8]2=[O:17])[N:6]=1.C[Sn](C)(C)[C:20]1[CH:21]=[CH:22][C:23]([CH2:26][OH:27])=[N:24][CH:25]=1. The catalyst is C1C=CC([P]([Pd]([P](C2C=CC=CC=2)(C2C=CC=CC=2)C2C=CC=CC=2)([P](C2C=CC=CC=2)(C2C=CC=CC=2)C2C=CC=CC=2)[P](C2C=CC=CC=2)(C2C=CC=CC=2)C2C=CC=CC=2)(C2C=CC=CC=2)C2C=CC=CC=2)=CC=1.C1(C)C=CC=CC=1. The product is [OH:27][CH2:26][C:23]1[N:24]=[CH:25][C:20]([C:2]2[S:3][CH:4]=[C:5]([N:7]3[C:15](=[O:16])[C:14]4[C:9](=[CH:10][CH:11]=[CH:12][CH:13]=4)[C:8]3=[O:17])[N:6]=2)=[CH:21][CH:22]=1. The yield is 0.750. (4) No catalyst specified. The product is [F:20][C:21]1[CH:26]=[C:25]([C:2]2[CH:3]=[CH:4][C:5]3[N:6]([C:8]([CH2:11][NH:12][C:13](=[O:19])[O:14][C:15]([CH3:18])([CH3:17])[CH3:16])=[N:9][N:10]=3)[N:7]=2)[CH:24]=[CH:23][C:22]=1[N:36]1[CH2:40][CH2:39][CH2:38][C:37]1=[O:41]. The yield is 0.519. The reactants are Cl[C:2]1[CH:3]=[CH:4][C:5]2[N:6]([C:8]([CH2:11][NH:12][C:13](=[O:19])[O:14][C:15]([CH3:18])([CH3:17])[CH3:16])=[N:9][N:10]=2)[N:7]=1.[F:20][C:21]1[CH:26]=[C:25](B2OC(C)(C)C(C)(C)O2)[CH:24]=[CH:23][C:22]=1[N:36]1[CH2:40][CH2:39][CH2:38][C:37]1=[O:41].C(=O)([O-])[O-].[Cs+].[Cs+].O1CCOCC1.O.